This data is from Full USPTO retrosynthesis dataset with 1.9M reactions from patents (1976-2016). The task is: Predict the reactants needed to synthesize the given product. (1) Given the product [Si:24]([O:12][CH2:11][C:7]1[NH:8][C:9]2[C:5]([CH:6]=1)=[CH:4][C:3]([C:13]#[N:14])=[C:2]([Cl:1])[CH:10]=2)([C:21]([CH3:23])([CH3:22])[CH3:20])([CH3:26])[CH3:25], predict the reactants needed to synthesize it. The reactants are: [Cl:1][C:2]1[CH:10]=[C:9]2[C:5]([CH:6]=[C:7]([CH2:11][OH:12])[NH:8]2)=[CH:4][C:3]=1[C:13]#[N:14].N1C=CN=C1.[CH3:20][C:21]([Si:24](Cl)([CH3:26])[CH3:25])([CH3:23])[CH3:22].CCCCC. (2) Given the product [N:18]1[CH:28]=[CH:27][CH:26]=[CH:25][C:24]=1[C:23]#[C:29][C:2]1[CH:3]=[C:4]([CH:9]=[CH:10][C:11]=1[C:12]([F:15])([F:14])[F:13])[C:5]([O:7][CH3:8])=[O:6], predict the reactants needed to synthesize it. The reactants are: I[C:2]1[CH:3]=[C:4]([CH:9]=[CH:10][C:11]=1[C:12]([F:15])([F:14])[F:13])[C:5]([O:7][CH3:8])=[O:6].C([N:18](CC)CC)C.[C:23]1([CH3:29])[CH:28]=[CH:27][CH:26]=[CH:25][CH:24]=1. (3) Given the product [Cl:3][C:4]1[CH:9]=[CH:8][C:7]([N:10]2[C:18]([N:19]([CH:20]3[CH2:25][CH2:24][CH2:23][CH2:22][CH2:21]3)[C:33](=[O:34])[CH2:32][C:26]3[CH:31]=[CH:30][CH:29]=[CH:28][CH:27]=3)=[C:17]3[C:12]([CH:13]=[CH:14][CH:15]=[CH:16]3)=[N:11]2)=[CH:6][CH:5]=1, predict the reactants needed to synthesize it. The reactants are: [H-].[Na+].[Cl:3][C:4]1[CH:9]=[CH:8][C:7]([N:10]2[C:18]([NH:19][CH:20]3[CH2:25][CH2:24][CH2:23][CH2:22][CH2:21]3)=[C:17]3[C:12]([CH:13]=[CH:14][CH:15]=[CH:16]3)=[N:11]2)=[CH:6][CH:5]=1.[C:26]1([CH2:32][C:33](Cl)=[O:34])[CH:31]=[CH:30][CH:29]=[CH:28][CH:27]=1.C(OC(C)=O)(C)C.[Cl-].[Na+].O. (4) Given the product [OH:14][C:15]1[CH:16]=[CH:17][C:18]([C:21]2[NH:13][C:5]3[N:4]([N:3]=[C:2]([CH3:1])[C:6]=3[C:7]3[CH:12]=[CH:11][CH:10]=[CH:9][CH:8]=3)[C:23](=[O:24])[CH:22]=2)=[CH:19][CH:20]=1, predict the reactants needed to synthesize it. The reactants are: [CH3:1][C:2]1[C:6]([C:7]2[CH:12]=[CH:11][CH:10]=[CH:9][CH:8]=2)=[C:5]([NH2:13])[NH:4][N:3]=1.[OH:14][C:15]1[CH:20]=[CH:19][C:18]([C:21](=O)[CH2:22][C:23](OC)=[O:24])=[CH:17][CH:16]=1. (5) Given the product [C:16]([O:20][C:21]([N:23]1[CH2:27][CH2:26][C@@H:25]([CH2:28][NH:33][CH2:14][C@H:12]([OH:13])[CH2:11][NH:10][C:9]([O:8][CH2:1][C:2]2[CH:7]=[CH:6][CH:5]=[CH:4][CH:3]=2)=[O:15])[CH2:24]1)=[O:22])([CH3:17])([CH3:18])[CH3:19], predict the reactants needed to synthesize it. The reactants are: [CH2:1]([O:8][C:9](=[O:15])[NH:10][CH2:11][C@@H:12]1[CH2:14][O:13]1)[C:2]1[CH:7]=[CH:6][CH:5]=[CH:4][CH:3]=1.[C:16]([O:20][C:21]([N:23]1[CH2:27][CH2:26][C@H:25]([CH2:28]CN)[CH2:24]1)=[O:22])([CH3:19])([CH3:18])[CH3:17].CC#[N:33].